This data is from hERG Central: cardiac toxicity at 1µM, 10µM, and general inhibition. The task is: Predict hERG channel inhibition at various concentrations. (1) The drug is CCOC(=O)N1CCC(N2CCCC(C(=O)c3ccc4cc(OC)ccc4c3)C2)CC1. Results: hERG_inhib (hERG inhibition (general)): blocker. (2) The molecule is CCOc1ccc(S(=O)(=O)N(CC(=O)NCc2ccncc2)c2ccc(C)cc2)cc1. Results: hERG_inhib (hERG inhibition (general)): blocker. (3) The molecule is COc1ccc(C2=Nn3c(nnc3-c3ccc(OC)cc3)SC2)cc1. Results: hERG_inhib (hERG inhibition (general)): blocker. (4) The compound is CC(C)CN(CC(C)C)CC(O)CN(c1ccccc1)S(=O)(=O)c1ccccc1[N+](=O)[O-]. Results: hERG_inhib (hERG inhibition (general)): blocker.